Dataset: TCR-epitope binding with 47,182 pairs between 192 epitopes and 23,139 TCRs. Task: Binary Classification. Given a T-cell receptor sequence (or CDR3 region) and an epitope sequence, predict whether binding occurs between them. (1) The epitope is YLDAYNMMI. The TCR CDR3 sequence is CASSLGPTGTTYEQYF. Result: 1 (the TCR binds to the epitope). (2) The epitope is SEVGPEHSLAEY. The TCR CDR3 sequence is CAISPGQDPTEAFF. Result: 0 (the TCR does not bind to the epitope). (3) The epitope is ILHCANFNV. The TCR CDR3 sequence is CASSQEGREEAFF. Result: 0 (the TCR does not bind to the epitope). (4) Result: 1 (the TCR binds to the epitope). The TCR CDR3 sequence is CASKDWYGNTIYF. The epitope is ELAGIGILTV.